Dataset: Forward reaction prediction with 1.9M reactions from USPTO patents (1976-2016). Task: Predict the product of the given reaction. (1) Given the reactants I[C:2]1[CH:7]=[CH:6][N:5]=[C:4]([N:8]2[C:15]3[C@@H:14]4[CH2:16][C@@H:13]4[CH2:12][C:11]=3[C:10]([C:17]([OH:19])=[O:18])=[N:9]2)[CH:3]=1.[F-:20].[Cs+], predict the reaction product. The product is: [F:20][C:2]1[CH:7]=[CH:6][N:5]=[C:4]([N:8]2[C:15]3[C@@H:14]4[CH2:16][C@@H:13]4[CH2:12][C:11]=3[C:10]([C:17]([OH:19])=[O:18])=[N:9]2)[CH:3]=1. (2) Given the reactants [CH3:1][S:2]([OH:5])(=[O:4])=[O:3].[F:6][C:7]1[CH:8]=[C:9]([CH:14]([OH:31])[CH2:15][N:16]2[CH2:21][CH2:20][C:19]([C:23]3[CH:24]=[N:25][C:26]([O:29][CH3:30])=[CH:27][CH:28]=3)(O)[CH2:18][CH2:17]2)[CH:10]=[CH:11][C:12]=1[OH:13], predict the reaction product. The product is: [CH3:1][S:2]([O:5][C:19]1([C:23]2[CH:24]=[N:25][C:26]([O:29][CH3:30])=[CH:27][CH:28]=2)[CH2:20][CH2:21][N:16]([CH2:15][CH:14]([C:9]2[CH:10]=[CH:11][C:12]([OH:13])=[C:7]([F:6])[CH:8]=2)[OH:31])[CH2:17][CH2:18]1)(=[O:4])=[O:3].